Dataset: Forward reaction prediction with 1.9M reactions from USPTO patents (1976-2016). Task: Predict the product of the given reaction. (1) Given the reactants [CH2:1]([O:8][C:9]1[CH:14]=[CH:13][NH:12][C:11](=[O:15])[CH:10]=1)[C:2]1[CH:7]=[CH:6][CH:5]=[CH:4][CH:3]=1.Br[C:17]1[CH:18]=[CH:19][C:20]([N:23]2[CH2:27][CH2:26][C@H:25]([OH:28])[CH2:24]2)=[N:21][CH:22]=1.C(N1CCN(C2N=CC(N3C=CC(OCC4C=CC=CC=4)=CC3=O)=CC=2)CC1)(=O)C.N[C@@H]1CCCC[C@H]1N.C(=O)([O-])[O-].[K+].[K+], predict the reaction product. The product is: [CH2:1]([O:8][C:9]1[CH:14]=[CH:13][N:12]([C:17]2[CH:22]=[N:21][C:20]([N:23]3[CH2:27][CH2:26][C@H:25]([OH:28])[CH2:24]3)=[CH:19][CH:18]=2)[C:11](=[O:15])[CH:10]=1)[C:2]1[CH:3]=[CH:4][CH:5]=[CH:6][CH:7]=1. (2) Given the reactants [Cl:1][C:2]1[N:6]2[CH:7]=[C:8]([C:19]3[CH:24]=[CH:23][CH:22]=[CH:21][CH:20]=3)[C:9]([C:11]3[CH:18]=[CH:17][C:14]([CH:15]=O)=[CH:13][CH:12]=3)=[N:10][C:5]2=[N:4][CH:3]=1.Cl.[NH:26]1[CH2:29][CH:28]([C:30]2[NH:34][N:33]=[C:32]([C:35]3[CH:40]=[CH:39][CH:38]=[CH:37][N:36]=3)[N:31]=2)[CH2:27]1, predict the reaction product. The product is: [Cl:1][C:2]1[N:6]2[CH:7]=[C:8]([C:19]3[CH:24]=[CH:23][CH:22]=[CH:21][CH:20]=3)[C:9]([C:11]3[CH:18]=[CH:17][C:14]([CH2:15][N:26]4[CH2:27][CH:28]([C:30]5[N:31]=[C:32]([C:35]6[CH:40]=[CH:39][CH:38]=[CH:37][N:36]=6)[NH:33][N:34]=5)[CH2:29]4)=[CH:13][CH:12]=3)=[N:10][C:5]2=[N:4][CH:3]=1. (3) Given the reactants [C:1]([C:3]1[CH:8]=[CH:7][C:6]([N:9]2[C:16](=[O:17])[C:12]3([CH2:15][CH2:14][CH2:13]3)[N:11]([C:18]3[CH:23]=[CH:22][C:21]([CH2:24][CH2:25][CH2:26][C:27]([OH:29])=O)=[CH:20][CH:19]=3)[C:10]2=[S:30])=[CH:5][C:4]=1[C:31]([F:34])([F:33])[F:32])#[N:2].S(Cl)(Cl)=O.C[N:40](C=O)C, predict the reaction product. The product is: [C:1]([C:3]1[CH:8]=[CH:7][C:6]([N:9]2[C:16](=[O:17])[C:12]3([CH2:15][CH2:14][CH2:13]3)[N:11]([C:18]3[CH:23]=[CH:22][C:21]([CH2:24][CH2:25][CH2:26][C:27]([NH2:40])=[O:29])=[CH:20][CH:19]=3)[C:10]2=[S:30])=[CH:5][C:4]=1[C:31]([F:34])([F:33])[F:32])#[N:2]. (4) Given the reactants [CH3:1][N:2]1[CH:6]=[C:5]([C:7]([OH:9])=O)[N:4]=[CH:3]1.C1C=CC2N(O)N=NC=2C=1.C(Cl)CCl.CCN(CC)CC.[CH3:31][O:32][C:33]1[N:40]=[CH:39][C:38]([N:41]2[CH2:46][CH2:45][O:44][C:43]3[CH:47]=[CH:48][C:49]([O:51][C@H:52]4[CH2:56][CH2:55][NH:54][CH2:53]4)=[CH:50][C:42]2=3)=[CH:37][C:34]=1[C:35]#[N:36], predict the reaction product. The product is: [CH3:31][O:32][C:33]1[N:40]=[CH:39][C:38]([N:41]2[CH2:46][CH2:45][O:44][C:43]3[CH:47]=[CH:48][C:49]([O:51][C@H:52]4[CH2:56][CH2:55][N:54]([C:7]([C:5]5[N:4]=[CH:3][N:2]([CH3:1])[CH:6]=5)=[O:9])[CH2:53]4)=[CH:50][C:42]2=3)=[CH:37][C:34]=1[C:35]#[N:36]. (5) Given the reactants [Cl:1][C:2]1[C:3]([C:24]2[CH:29]=[N:28][CH:27]=[C:26]([NH:30][CH2:31][C:32]3[CH:37]=[CH:36][CH:35]=[CH:34][C:33]=3[F:38])[N:25]=2)=[CH:4][C:5]([NH:8][C:9]([C@@H:11]2[CH2:16][CH2:15][CH2:14][N:13](C(OC(C)(C)C)=O)[CH2:12]2)=[O:10])=[N:6][CH:7]=1.[F:39][C:40]([F:45])([F:44])[C:41]([OH:43])=[O:42], predict the reaction product. The product is: [Cl:1][C:2]1[C:3]([C:24]2[CH:29]=[N:28][CH:27]=[C:26]([NH:30][CH2:31][C:32]3[CH:37]=[CH:36][CH:35]=[CH:34][C:33]=3[F:38])[N:25]=2)=[CH:4][C:5]([NH:8][C:9]([C@@H:11]2[CH2:16][CH2:15][CH2:14][NH:13][CH2:12]2)=[O:10])=[N:6][CH:7]=1.[F:39][C:40]([F:45])([F:44])[C:41]([OH:43])=[O:42].